This data is from Reaction yield outcomes from USPTO patents with 853,638 reactions. The task is: Predict the reaction yield, written as a fraction of the theoretical maximum amount of product (1.0 means a 100% yield; for example, 0.34 means a 34% yield). (1) The reactants are [NH2:1][C@H:2]([C:16]1[NH:20][C:19]2[CH:21]=[CH:22][C:23]([C:25]([CH3:28])([CH3:27])[CH3:26])=[CH:24][C:18]=2[N:17]=1)[C:3]([CH3:15])([CH3:14])[C:4]([O:6]CC1C=CC=CC=1)=O.[NH3:29]. The catalyst is C1COCC1. The product is [NH2:1][C@H:2]([C:16]1[NH:20][C:19]2[CH:21]=[CH:22][C:23]([C:25]([CH3:28])([CH3:26])[CH3:27])=[CH:24][C:18]=2[N:17]=1)[C:3]([CH3:14])([CH3:15])[C:4]([NH2:29])=[O:6]. The yield is 0.300. (2) The reactants are [CH2:1]([NH:8][C:9]([C:11]1[S:15][C:14]([NH2:16])=[N:13][C:12]=1[CH3:17])=[O:10])[C:2]1[CH:7]=[CH:6][CH:5]=[CH:4][CH:3]=1.C(N(CC)CC)C.[C:25]1([N:31]=[C:32]=[O:33])[CH:30]=[CH:29][CH:28]=[CH:27][CH:26]=1. The catalyst is O1CCCC1.C(OCC)C. The product is [CH2:1]([NH:8][C:9]([C:11]1[S:15][C:14]([NH:16][C:32]([NH:31][C:25]2[CH:30]=[CH:29][CH:28]=[CH:27][CH:26]=2)=[O:33])=[N:13][C:12]=1[CH3:17])=[O:10])[C:2]1[CH:7]=[CH:6][CH:5]=[CH:4][CH:3]=1. The yield is 0.800. (3) The reactants are [CH3:1][O:2][C:3]1[CH:8]=[C:7]([N+:9]([O-:11])=[O:10])[CH:6]=[CH:5][C:4]=1[OH:12].Cl.Cl[CH2:15][CH2:16][CH2:17][NH2+:18][CH3:19].[C:20](=O)([O-])[O-].[K+].[K+]. No catalyst specified. The product is [CH3:1][O:2][C:3]1[CH:8]=[C:7]([N+:9]([O-:11])=[O:10])[CH:6]=[CH:5][C:4]=1[O:12][CH2:15][CH2:16][CH2:17][N:18]([CH3:19])[CH3:20]. The yield is 0.530.